From a dataset of Catalyst prediction with 721,799 reactions and 888 catalyst types from USPTO. Predict which catalyst facilitates the given reaction. (1) The catalyst class is: 20. Reactant: [F:1][CH2:2][C:3]1([CH2:15][F:16])[O:7][B:6]([OH:8])[C:5]2[CH:9]=[CH:10][C:11]([CH:13]=O)=[CH:12][C:4]1=2.[NH2:17][OH:18].Cl.CC([O-])=O.[Na+]. Product: [F:1][CH2:2][C:3]1([CH2:15][F:16])[O:7][B:6]([OH:8])[C:5]2[CH:9]=[CH:10][C:11](/[CH:13]=[N:17]/[OH:18])=[CH:12][C:4]1=2. (2) Reactant: [F:8][C:7]([F:10])([F:9])[C:6](O[C:6](=[O:11])[C:7]([F:10])([F:9])[F:8])=[O:11].[C:14]1([CH:20]2[CH2:25][CH2:24][NH:23][CH2:22][CH2:21]2)[CH:19]=[CH:18][CH:17]=[CH:16][CH:15]=1.C(N(CC)CC)C. Product: [F:10][C:7]([F:8])([F:9])[C:6]([N:23]1[CH2:24][CH2:25][CH:20]([C:14]2[CH:19]=[CH:18][CH:17]=[CH:16][CH:15]=2)[CH2:21][CH2:22]1)=[O:11]. The catalyst class is: 2. (3) Reactant: [F:1][C:2]1[CH:7]=[CH:6][CH:5]=[CH:4][C:3]=1[C:8]1([C:16]([F:19])([F:18])[F:17])[CH2:14][CH2:13][O:12][CH2:11][C:10]([NH2:15])=[N:9]1.[N+:20]([O-])([O-:22])=[O:21].[K+].CC(OC)(C)C. Product: [F:1][C:2]1[CH:7]=[CH:6][C:5]([N+:20]([O-:22])=[O:21])=[CH:4][C:3]=1[C:8]1([C:16]([F:19])([F:17])[F:18])[CH2:14][CH2:13][O:12][CH2:11][C:10]([NH2:15])=[N:9]1. The catalyst class is: 65.